This data is from Full USPTO retrosynthesis dataset with 1.9M reactions from patents (1976-2016). The task is: Predict the reactants needed to synthesize the given product. (1) The reactants are: [H-].[Na+].[CH:3]([OH:6])([CH3:5])[CH3:4].Br[C:8]1[CH:9]=[N:10][CH:11]=[C:12]([Br:14])[CH:13]=1. Given the product [Br:14][C:12]1[CH:11]=[N:10][CH:9]=[C:8]([O:6][CH:3]([CH3:5])[CH3:4])[CH:13]=1, predict the reactants needed to synthesize it. (2) Given the product [N:1]1([C:6]2[CH:7]=[CH:8][C:9]([O:12][S:21]([C:24]([F:27])([F:26])[F:25])(=[O:22])=[O:20])=[CH:10][CH:11]=2)[CH:5]=[N:4][CH:3]=[N:2]1, predict the reactants needed to synthesize it. The reactants are: [N:1]1([C:6]2[CH:11]=[CH:10][C:9]([OH:12])=[CH:8][CH:7]=2)[CH:5]=[N:4][CH:3]=[N:2]1.C(N(CC)CC)C.[O:20](S(C(F)(F)F)(=O)=O)[S:21]([C:24]([F:27])([F:26])[F:25])(=O)=[O:22].